Dataset: Forward reaction prediction with 1.9M reactions from USPTO patents (1976-2016). Task: Predict the product of the given reaction. (1) Given the reactants CN(C=O)C.[CH3:6][CH2:7][CH2:8][CH2:9][CH2:10][C:11]1[C:16]([C:17]([OH:19])=[O:18])=[C:15]([OH:20])[C:14]([CH2:21]/[CH:22]=[C:23](/[CH2:25][CH2:26][CH:27]=[C:28]([CH3:30])[CH3:29])\[CH3:24])=[C:13]([OH:31])[CH:12]=1.[CH3:32][C@@H:33]([C@@H:42]1[C@@:46]2([CH3:63])[C@@H:47]([OH:62])[CH2:48][C@@H:49]3[C@@:54]4([CH3:60])[CH2:55][CH2:56][C@@H:57]([OH:59])[CH2:58][C@H:53]4[CH2:52][C@@H:51]([OH:61])[C@H:50]3[C@@H:45]2[CH2:44][CH2:43]1)[CH2:34][CH2:35][CH2:36][CH:37]([C:39]([OH:41])=[O:40])[CH3:38], predict the reaction product. The product is: [CH3:32][C@@H:33]([C@@H:42]1[C@@:46]2([CH3:63])[C@@H:47]([OH:62])[CH2:48][C@@H:49]3[C@@:54]4([CH3:60])[CH2:55][CH2:56][C@@H:57]([OH:59])[CH2:58][C@H:53]4[CH2:52][C@@H:51]([OH:61])[C@H:50]3[C@@H:45]2[CH2:44][CH2:43]1)[CH2:34][CH2:35][CH2:36][CH:37]([C:39]([OH:41])=[O:40])[CH3:38].[CH3:6][CH2:7][CH2:8][CH2:9][CH2:10][C:11]1[C:16]([C:17]([OH:19])=[O:18])=[C:15]([O-:20])[C:14]2[CH:21]=[CH:22][C:23]([CH2:25][CH2:26][CH:27]=[C:28]([CH3:30])[CH3:29])([CH3:24])[O:31][C:13]=2[CH:12]=1. (2) Given the reactants [CH3:1][O:2][C:3]([C:5]1([C:10]([O:12]C)=[O:11])[C:7]2([CH2:9][CH2:8]2)[CH2:6]1)=[O:4].[OH-].[K+].Cl, predict the reaction product. The product is: [CH3:1][O:2][C:3]([C:5]1([C:10]([OH:12])=[O:11])[C:7]2([CH2:9][CH2:8]2)[CH2:6]1)=[O:4]. (3) Given the reactants [NH2:1][C:2]1[CH:10]=[CH:9][C:5]([C:6]([OH:8])=[O:7])=[CH:4][CH:3]=1.N([O-])=O.[Na+].[N-:15]=[N+:16]=[N-].[Na+], predict the reaction product. The product is: [N:1]([C:2]1[CH:10]=[CH:9][C:5]([C:6]([OH:8])=[O:7])=[CH:4][CH:3]=1)=[N+:15]=[N-:16]. (4) Given the reactants [CH2:1]([C:5]1[N:6]([CH2:27][CH:28]([CH3:30])[CH3:29])[C:7]2[C:16]3[CH:15]=[CH:14][C:13](/[CH:17]=[CH:18]/[C:19]4[CH:24]=[CH:23][CH:22]=[CH:21][CH:20]=4)=[CH:12][C:11]=3[N:10]=[C:9]([NH2:25])[C:8]=2[N:26]=1)[CH2:2][CH2:3][CH3:4], predict the reaction product. The product is: [CH2:1]([C:5]1[N:6]([CH2:27][CH:28]([CH3:29])[CH3:30])[C:7]2[C:16]3[CH:15]=[CH:14][C:13]([CH2:17][CH2:18][C:19]4[CH:20]=[CH:21][CH:22]=[CH:23][CH:24]=4)=[CH:12][C:11]=3[N:10]=[C:9]([NH2:25])[C:8]=2[N:26]=1)[CH2:2][CH2:3][CH3:4]. (5) The product is: [ClH:17].[CH2:18]([O:21][C@H:22]1[CH2:27][CH2:26][CH2:25][N:24]([CH2:14][C@H:9]2[CH2:10][CH2:11][CH2:12][CH2:13][C@@H:8]2[NH2:7])[CH2:23]1)[CH:19]=[CH2:20]. Given the reactants C(OC(=O)[NH:7][C@H:8]1[CH2:13][CH2:12][CH2:11][CH2:10][C@@H:9]1[CH:14]=O)(C)(C)C.[ClH:17].[CH2:18]([O:21][C@H:22]1[CH2:27][CH2:26][CH2:25][NH:24][CH2:23]1)[CH:19]=[CH2:20].[BH-](OC(C)=O)(OC(C)=O)OC(C)=O.[Na+].[OH-].[Na+].Cl.O1CCOCC1, predict the reaction product. (6) Given the reactants [Li+].[Cl-].[Cl:3][C:4]1[CH:5]=[N:6][C:7]([F:18])=[C:8]([C:16]=1[F:17])[C:9]([O:11][C:12]([CH3:15])([CH3:14])[CH3:13])=[O:10].[I:19]I, predict the reaction product. The product is: [Cl:3][C:4]1[C:5]([I:19])=[N:6][C:7]([F:18])=[C:8]([C:16]=1[F:17])[C:9]([O:11][C:12]([CH3:14])([CH3:15])[CH3:13])=[O:10]. (7) Given the reactants [Br:1][CH2:2][C:3]1[CH:4]=[C:5]([CH:17]=[C:18]([CH2:20][Br:21])[N:19]=1)[C:6]([NH:8][CH2:9][CH2:10][CH2:11][CH2:12][CH2:13][C:14]([OH:16])=[O:15])=[O:7].[CH:22]1[C:27]([N+:28]([O-:30])=[O:29])=[CH:26][CH:25]=[C:24](O)[CH:23]=1.C1CCC(N=C=NC2CCCCC2)CC1, predict the reaction product. The product is: [Br:1][CH2:2][C:3]1[CH:4]=[C:5]([CH:17]=[C:18]([CH2:20][Br:21])[N:19]=1)[C:6]([NH:8][CH2:9][CH2:10][CH2:11][CH2:12][CH2:13][C:14]([O:16][C:24]1[CH:23]=[CH:22][C:27]([N+:28]([O-:30])=[O:29])=[CH:26][CH:25]=1)=[O:15])=[O:7]. (8) Given the reactants N(C(C)C)C(C)C.C([Li])CCC.[CH3:13][CH2:14][O:15][C:16]([CH3:18])=[O:17].[F:19][C:20]([F:30])([F:29])[C:21]([C:23]1[S:27][C:26]([SH:28])=[N:25][CH:24]=1)=[O:22], predict the reaction product. The product is: [CH2:14]([O:15][C:16](=[O:17])[CH2:18][C:21]([OH:22])([C:23]1[S:27][C:26]([SH:28])=[N:25][CH:24]=1)[C:20]([F:29])([F:19])[F:30])[CH3:13]. (9) Given the reactants [Si:1]([O:8][C:9]1[CH:18]=[C:17]2[C:12]([CH:13]=[CH:14][C:15]([C:19](OC)=[O:20])=[CH:16]2)=[CH:11][CH:10]=1)([C:4]([CH3:7])([CH3:6])[CH3:5])([CH3:3])[CH3:2].[H-].[H-].[H-].[H-].[Li+].[Al+3], predict the reaction product. The product is: [Si:1]([O:8][C:9]1[CH:18]=[C:17]2[C:12]([CH:13]=[CH:14][C:15]([CH:19]=[O:20])=[CH:16]2)=[CH:11][CH:10]=1)([C:4]([CH3:7])([CH3:6])[CH3:5])([CH3:3])[CH3:2]. (10) Given the reactants [Cl:1][C:2]1[CH:3]=[CH:4][C:5]2[N:11]3[CH:12]=[CH:13][CH:14]=[C:10]3[C@@H:9]([CH2:15][CH2:16][N:17]3[NH:21][N:20]=[C:19]([S:22][C:23]([CH3:30])([CH3:29])[C:24]([O:26]CC)=[O:25])[NH:18]3)[O:8][C@H:7]([C:31]3[CH:36]=[CH:35][CH:34]=[C:33]([O:37][CH3:38])[C:32]=3[O:39][CH3:40])[C:6]=2[CH:41]=1.[OH-].[Na+], predict the reaction product. The product is: [Cl:1][C:2]1[CH:3]=[CH:4][C:5]2[N:11]3[CH:12]=[CH:13][CH:14]=[C:10]3[C@@H:9]([CH2:15][CH2:16][N:17]3[NH:21][N:20]=[C:19]([S:22][C:23]([CH3:30])([CH3:29])[C:24]([OH:26])=[O:25])[NH:18]3)[O:8][C@H:7]([C:31]3[CH:36]=[CH:35][CH:34]=[C:33]([O:37][CH3:38])[C:32]=3[O:39][CH3:40])[C:6]=2[CH:41]=1.